Dataset: Peptide-MHC class I binding affinity with 185,985 pairs from IEDB/IMGT. Task: Regression. Given a peptide amino acid sequence and an MHC pseudo amino acid sequence, predict their binding affinity value. This is MHC class I binding data. (1) The peptide sequence is RVTGGVFLVDK. The MHC is HLA-A33:01 with pseudo-sequence HLA-A33:01. The binding affinity (normalized) is 0.0641. (2) The peptide sequence is GYAWIDFDI. The MHC is HLA-A01:01 with pseudo-sequence HLA-A01:01. The binding affinity (normalized) is 0.0847. (3) The binding affinity (normalized) is 0.304. The MHC is HLA-A32:01 with pseudo-sequence HLA-A32:01. The peptide sequence is KLGYILRDI. (4) The peptide sequence is LASANRDVL. The MHC is H-2-Kb with pseudo-sequence H-2-Kb. The binding affinity (normalized) is 0.